This data is from TCR-epitope binding with 47,182 pairs between 192 epitopes and 23,139 TCRs. The task is: Binary Classification. Given a T-cell receptor sequence (or CDR3 region) and an epitope sequence, predict whether binding occurs between them. (1) The epitope is FLPRVFSAV. The TCR CDR3 sequence is CASSLTGASTDTQYF. Result: 0 (the TCR does not bind to the epitope). (2) The epitope is SQASSRSSSR. The TCR CDR3 sequence is CASSEGGTGYTDTQYF. Result: 0 (the TCR does not bind to the epitope).